This data is from Reaction yield outcomes from USPTO patents with 853,638 reactions. The task is: Predict the reaction yield, written as a fraction of the theoretical maximum amount of product (1.0 means a 100% yield; for example, 0.34 means a 34% yield). (1) The reactants are [N+:1]([C:4]1[CH:5]=[C:6]([O:15][C:16]([F:19])([F:18])[F:17])[CH:7]=[C:8]2[C:13]=1[NH:12][C:11](=O)[CH:10]=[CH:9]2)([O-])=O.[Sn](Cl)Cl. The catalyst is Cl. The product is [F:19][C:16]([F:17])([F:18])[O:15][C:6]1[CH:7]=[C:8]2[C:13](=[C:4]([NH2:1])[CH:5]=1)[N:12]=[CH:11][CH:10]=[CH:9]2. The yield is 0.840. (2) The reactants are C(O)(=O)C.[N+:5](/[CH:8]=[CH:9]/[C:10]1[CH:15]=[CH:14][C:13]([NH:16][C:17]2[CH:22]=[CH:21][CH:20]=[CH:19][CH:18]=2)=[CH:12][CH:11]=1)([O-:7])=[O:6].[BH4-].[Na+]. The catalyst is CS(C)=O. The product is [N+:5]([CH2:8][CH2:9][C:10]1[CH:15]=[CH:14][C:13]([NH:16][C:17]2[CH:22]=[CH:21][CH:20]=[CH:19][CH:18]=2)=[CH:12][CH:11]=1)([O-:7])=[O:6]. The yield is 0.620. (3) The reactants are C[O:2][C:3](=[O:32])[C:4]1[CH:9]=[CH:8][C:7]([CH2:10][NH:11][C:12]([C:14]2[CH:19]=[C:18]([C:20](=[O:31])[NH:21][CH2:22][C:23]3[CH:28]=[CH:27][CH:26]=[C:25]([O:29][CH3:30])[CH:24]=3)[N:17]=[CH:16][N:15]=2)=[O:13])=[CH:6][CH:5]=1.O1CCCC1.[OH-].[K+].Cl. The catalyst is O. The product is [CH3:30][O:29][C:25]1[CH:24]=[C:23]([CH:28]=[CH:27][CH:26]=1)[CH2:22][NH:21][C:20]([C:18]1[N:17]=[CH:16][N:15]=[C:14]([C:12]([NH:11][CH2:10][C:7]2[CH:6]=[CH:5][C:4]([C:3]([OH:32])=[O:2])=[CH:9][CH:8]=2)=[O:13])[CH:19]=1)=[O:31]. The yield is 0.750. (4) The reactants are [CH2:1]([O:3][C:4](=[O:38])[CH:5]([C:19]1[CH:24]=[CH:23][C:22]([O:25][C@H:26]2[CH2:30][CH2:29][N:28]([CH2:31][C:32]3[CH:37]=[CH:36][CH:35]=[CH:34][CH:33]=3)[CH2:27]2)=[CH:21][CH:20]=1)[CH2:6][C:7]1[CH:16]=[CH:15][C:14]2[C:9](=[CH:10][C:11]([C:17]#[N:18])=[CH:12][CH:13]=2)[CH:8]=1)[CH3:2].[O-]CC.[Na+]. The catalyst is C(O)C. The product is [CH2:1]([O:3][C:4](=[O:38])[C@H:5]([C:19]1[CH:24]=[CH:23][C:22]([O:25][C@H:26]2[CH2:30][CH2:29][N:28]([CH2:31][C:32]3[CH:33]=[CH:34][CH:35]=[CH:36][CH:37]=3)[CH2:27]2)=[CH:21][CH:20]=1)[CH2:6][C:7]1[CH:16]=[CH:15][C:14]2[C:9](=[CH:10][C:11]([C:17]#[N:18])=[CH:12][CH:13]=2)[CH:8]=1)[CH3:2]. The yield is 0.770.